Dataset: Merck oncology drug combination screen with 23,052 pairs across 39 cell lines. Task: Regression. Given two drug SMILES strings and cell line genomic features, predict the synergy score measuring deviation from expected non-interaction effect. (1) Drug 1: CC(C)CC(NC(=O)C(Cc1ccccc1)NC(=O)c1cnccn1)B(O)O. Drug 2: NC1CCCCC1N.O=C(O)C(=O)O.[Pt+2]. Cell line: A2780. Synergy scores: synergy=-17.2. (2) Drug 1: O=c1[nH]cc(F)c(=O)[nH]1. Drug 2: O=C(CCCCCCC(=O)Nc1ccccc1)NO. Cell line: HT144. Synergy scores: synergy=-4.39. (3) Drug 2: CCc1cnn2c(NCc3ccc[n+]([O-])c3)cc(N3CCCCC3CCO)nc12. Synergy scores: synergy=-18.8. Cell line: ES2. Drug 1: NC(=O)c1cccc2cn(-c3ccc(C4CCCNC4)cc3)nc12. (4) Drug 1: CC(=O)OC1C(=O)C2(C)C(O)CC3OCC3(OC(C)=O)C2C(OC(=O)c2ccccc2)C2(O)CC(OC(=O)C(O)C(NC(=O)c3ccccc3)c3ccccc3)C(C)=C1C2(C)C. Drug 2: NC(=O)c1cccc2cn(-c3ccc(C4CCCNC4)cc3)nc12. Cell line: UWB1289. Synergy scores: synergy=-24.7. (5) Drug 1: CC1(c2nc3c(C(N)=O)cccc3[nH]2)CCCN1. Drug 2: CCc1cnn2c(NCc3ccc[n+]([O-])c3)cc(N3CCCCC3CCO)nc12. Cell line: SW620. Synergy scores: synergy=1.25. (6) Drug 1: CN1C(=O)C=CC2(C)C3CCC4(C)C(NC(=O)OCC(F)(F)F)CCC4C3CCC12. Drug 2: CCc1cnn2c(NCc3ccc[n+]([O-])c3)cc(N3CCCCC3CCO)nc12. Cell line: T47D. Synergy scores: synergy=-53.1. (7) Drug 1: Cc1nc(Nc2ncc(C(=O)Nc3c(C)cccc3Cl)s2)cc(N2CCN(CCO)CC2)n1. Drug 2: CCc1cnn2c(NCc3ccc[n+]([O-])c3)cc(N3CCCCC3CCO)nc12. Cell line: A2058. Synergy scores: synergy=48.9. (8) Drug 1: O=C(NOCC(O)CO)c1ccc(F)c(F)c1Nc1ccc(I)cc1F. Drug 2: Cn1cc(-c2cnn3c(N)c(Br)c(C4CCCNC4)nc23)cn1. Cell line: HT29. Synergy scores: synergy=14.0.